Dataset: Catalyst prediction with 721,799 reactions and 888 catalyst types from USPTO. Task: Predict which catalyst facilitates the given reaction. Reactant: [N+:1]([C:4]1[CH:13]=[C:12]2[C:7]([CH2:8][CH2:9][CH2:10][NH:11]2)=[CH:6][CH:5]=1)([O-:3])=[O:2].[C:14](=O)([O-])[O-].[K+].[K+].IC. Product: [CH3:14][N:11]1[C:12]2[C:7](=[CH:6][CH:5]=[C:4]([N+:1]([O-:3])=[O:2])[CH:13]=2)[CH2:8][CH2:9][CH2:10]1. The catalyst class is: 9.